From a dataset of Reaction yield outcomes from USPTO patents with 853,638 reactions. Predict the reaction yield, written as a fraction of the theoretical maximum amount of product (1.0 means a 100% yield; for example, 0.34 means a 34% yield). (1) The reactants are [NH:1]([CH2:8][CH2:9][OH:10])[C:2]1[CH:7]=[CH:6][CH:5]=[CH:4][CH:3]=1.CCO.[OH-].[Na+].Cl[CH2:17][C:18](Cl)=[O:19]. The catalyst is O. The product is [C:2]1([N:1]2[CH2:8][CH2:9][O:10][CH2:17][C:18]2=[O:19])[CH:7]=[CH:6][CH:5]=[CH:4][CH:3]=1. The yield is 0.625. (2) The reactants are [CH2:1]([O:3][C:4](=[O:32])[CH2:5][C:6]([N:8]([CH2:28][CH:29]([CH3:31])[CH3:30])[C:9]1[C:10]([C:23](OCC)=[O:24])=[N:11][CH:12]=[C:13]([CH2:15][C:16]2[CH:21]=[CH:20][C:19]([F:22])=[CH:18][CH:17]=2)[CH:14]=1)=[O:7])[CH3:2].[O-]CC.[Na+]. The catalyst is C(O)C. The product is [F:22][C:19]1[CH:20]=[CH:21][C:16]([CH2:15][C:13]2[CH:14]=[C:9]3[C:10]([C:23]([OH:24])=[C:5]([C:4]([O:3][CH2:1][CH3:2])=[O:32])[C:6](=[O:7])[N:8]3[CH2:28][CH:29]([CH3:31])[CH3:30])=[N:11][CH:12]=2)=[CH:17][CH:18]=1. The yield is 0.990. (3) The reactants are C[C@@H]1O[C@@H](OC[C@H]2O[C@@H]([O:16][C:17]3[CH:22]=[C:21]4[O:23][C:24]([C:28]5[CH:33]=[CH:32][C:31]([O:34][CH3:35])=[C:30](O)[CH:29]=5)=[CH:25][C:26](=[O:27])[C:20]4=[C:19]([OH:37])[CH:18]=3)[C@H](O)[C@@H](O)[C@@H]2O)[C@H](O)[C@H](O)[C@H]1O.[C:44](=O)([O-])[O-:45].[K+].[K+].IC.C(OCC)(=O)C. The catalyst is CN(C)C=O.ClCCl. The product is [OH:37][C:19]1[CH:18]=[C:17]([OH:16])[CH:22]=[C:21]2[C:20]=1[C:26](=[O:27])[CH:25]=[C:24]([C:28]1[CH:33]=[CH:32][C:31]([O:34][CH3:35])=[C:30]([O:45][CH3:44])[CH:29]=1)[O:23]2. The yield is 0.820. (4) The yield is 0.590. No catalyst specified. The reactants are Br[C:2]1[CH:3]=[CH:4][C:5]([S:8]([NH:11][CH2:12][CH2:13][N:14]([CH3:19])[S:15]([CH3:18])(=[O:17])=[O:16])(=[O:10])=[O:9])=[N:6][CH:7]=1.[F:20][C:21]1[CH:29]=[C:28]2[C:24]([C:25](B3OC(C)(C)C(C)(C)O3)=[CH:26][N:27]2[C:30]([O:32][C:33]([CH3:36])([CH3:35])[CH3:34])=[O:31])=[CH:23][CH:22]=1. The product is [F:20][C:21]1[CH:29]=[C:28]2[C:24]([C:25]([C:2]3[CH:7]=[N:6][C:5]([S:8](=[O:10])(=[O:9])[NH:11][CH2:12][CH2:13][N:14]([CH3:19])[S:15]([CH3:18])(=[O:17])=[O:16])=[CH:4][CH:3]=3)=[CH:26][N:27]2[C:30]([O:32][C:33]([CH3:36])([CH3:35])[CH3:34])=[O:31])=[CH:23][CH:22]=1. (5) The product is [C:1]([O:5][C:6](=[O:7])[NH:8][C@H:9]([C:10](=[O:11])[NH2:24])[CH2:13][C:14]1[CH:19]=[CH:18][C:17]([N+:20]([O-:22])=[O:21])=[CH:16][CH:15]=1)([CH3:4])([CH3:3])[CH3:2]. The yield is 0.740. The reactants are [C:1]([O:5][C:6]([NH:8][C@@H:9]([CH2:13][C:14]1[CH:19]=[CH:18][C:17]([N+:20]([O-:22])=[O:21])=[CH:16][CH:15]=1)[C:10](O)=[O:11])=[O:7])([CH3:4])([CH3:3])[CH3:2].C[N:24]1CCOCC1.ClC(OCC(C)C)=O.N. The catalyst is CN(C=O)C. (6) The reactants are [N:1]1[C:8]([Cl:9])=[N:7][C:5]([Cl:6])=[N:4][C:2]=1Cl.[NH2:10][C:11]1[CH:16]=[CH:15][C:14]([OH:17])=[C:13]([Cl:18])[CH:12]=1. The catalyst is CC(C)=O. The product is [Cl:18][C:13]1[CH:12]=[C:11]([NH:10][C:2]2[N:1]=[C:8]([Cl:9])[N:7]=[C:5]([Cl:6])[N:4]=2)[CH:16]=[CH:15][C:14]=1[OH:17]. The yield is 0.990. (7) The yield is 0.580. The reactants are C([O:5][C:6](=[O:38])[CH2:7][CH2:8][N:9]1[CH:13]=[CH:12][C:11]([NH:14][C:15](=[O:37])[C@@H:16]([N:23]2[CH2:31][C:30]3[C:25](=[CH:26][CH:27]=[CH:28][C:29]=3[C:32]([F:35])([F:34])[F:33])[C:24]2=[O:36])[CH2:17][CH:18]2[CH2:22][CH2:21][CH2:20][CH2:19]2)=[N:10]1)(C)(C)C.FC(F)(F)C(O)=O. The catalyst is C(Cl)Cl.C(Cl)(Cl)Cl. The product is [CH:18]1([CH2:17][C@H:16]([N:23]2[CH2:31][C:30]3[C:25](=[CH:26][CH:27]=[CH:28][C:29]=3[C:32]([F:34])([F:35])[F:33])[C:24]2=[O:36])[C:15]([NH:14][C:11]2[CH:12]=[CH:13][N:9]([CH2:8][CH2:7][C:6]([OH:38])=[O:5])[N:10]=2)=[O:37])[CH2:22][CH2:21][CH2:20][CH2:19]1. (8) The catalyst is C([O-])(O)=O.[Na+]. The yield is 0.180. The product is [CH3:13][C:12]1[C:8]([C:6]2[O:7][C:1]([CH3:2])=[N:4][N:5]=2)=[N:9][N:10]([C:15]2[CH:20]=[CH:19][CH:18]=[CH:17][CH:16]=2)[C:11]=1[NH2:14]. The reactants are [C:1]([NH:4][NH:5][C:6]([C:8]1[C:12]([CH3:13])=[C:11]([NH2:14])[N:10]([C:15]2[CH:20]=[CH:19][CH:18]=[CH:17][CH:16]=2)[N:9]=1)=[O:7])(=O)[CH3:2].O=P(Cl)(Cl)Cl.CCOC(C)=O. (9) The yield is 0.850. The product is [C:1]([O:5][C@@H:6]([C@H:8]1[CH2:12][O:11][C:10](=[O:13])[N:9]1[C:15]1[CH:20]=[C:19]([CH:21]([F:23])[F:22])[N:18]=[C:17]([S:24][CH3:25])[N:16]=1)[CH3:7])([CH3:2])([CH3:3])[CH3:4]. The reactants are [C:1]([O:5][C@@H:6]([C@H:8]1[CH2:12][O:11][C:10](=[O:13])[NH:9]1)[CH3:7])([CH3:4])([CH3:3])[CH3:2].Cl[C:15]1[CH:20]=[C:19]([CH:21]([F:23])[F:22])[N:18]=[C:17]([S:24][CH3:25])[N:16]=1.[H-].[Na+]. The catalyst is CN(C=O)C.CCOC(C)=O. (10) The reactants are [OH-].[Na+].[O-:3][S:4]([C:7]([F:10])([F:9])[F:8])(=[O:6])=[O:5].[OH:11][C:12]1[CH:17]=[CH:16][C:15]([S+:18]([C:25]2[CH:30]=[CH:29][C:28]([OH:31])=[CH:27][CH:26]=2)[C:19]2[CH:24]=[CH:23][CH:22]=[CH:21][CH:20]=2)=[CH:14][CH:13]=1.CS(C)=O.Cl[CH2:37][CH2:38][O:39][CH:40]=[CH2:41].[CH3:42][CH2:43][O:44][CH2:45][CH3:46]. The catalyst is O. The product is [O-:6][S:4]([C:7]([F:10])([F:9])[F:8])(=[O:5])=[O:3].[CH:40]([O:39][CH2:38][CH2:37][O:11][C:12]1[CH:17]=[CH:16][C:15]([S+:18]([C:25]2[CH:26]=[CH:27][C:28]([O:31][CH2:46][CH2:45][O:44][CH:43]=[CH2:42])=[CH:29][CH:30]=2)[C:19]2[CH:24]=[CH:23][CH:22]=[CH:21][CH:20]=2)=[CH:14][CH:13]=1)=[CH2:41]. The yield is 0.615.